This data is from Full USPTO retrosynthesis dataset with 1.9M reactions from patents (1976-2016). The task is: Predict the reactants needed to synthesize the given product. (1) The reactants are: Cl[C:2]1[N:7]=[C:6]([NH:8][C:9]2[N:14]=[CH:13][C:12]3[N:15]=[C:16]([CH3:21])[N:17]([CH:18]([CH3:20])[CH3:19])[C:11]=3[CH:10]=2)[CH:5]=[CH:4][N:3]=1.[N:22]1[CH:27]=[CH:26][CH:25]=[C:24](B(O)O)[CH:23]=1.ClCCl.C(=O)([O-])[O-].[Na+].[Na+].Cl. Given the product [CH:18]([N:17]1[C:11]2[CH:10]=[C:9]([NH:8][C:6]3[CH:5]=[CH:4][N:3]=[C:2]([C:24]4[CH:23]=[N:22][CH:27]=[CH:26][CH:25]=4)[N:7]=3)[N:14]=[CH:13][C:12]=2[N:15]=[C:16]1[CH3:21])([CH3:20])[CH3:19], predict the reactants needed to synthesize it. (2) Given the product [CH2:9]([N:8]([CH2:1][C:2]1[CH:7]=[CH:6][CH:5]=[CH:4][CH:3]=1)[CH2:17][CH2:16][OH:18])[C:10]1[CH:15]=[CH:14][CH:13]=[CH:12][CH:11]=1, predict the reactants needed to synthesize it. The reactants are: [CH2:1]([NH:8][CH2:9][C:10]1[CH:15]=[CH:14][CH:13]=[CH:12][CH:11]=1)[C:2]1[CH:7]=[CH:6][CH:5]=[CH:4][CH:3]=1.[C:16](OCC)(=[O:18])[CH3:17]. (3) Given the product [NH2:1][C:2]1[S:3][C:4]([C:13]2[CH:18]=[CH:17][N:16]=[C:15]([NH:19][C:20]3[CH:25]=[CH:24][CH:23]=[C:22]([CH2:26][OH:27])[CH:21]=3)[N:14]=2)=[C:5]([C:7]2[CH:12]=[CH:11][CH:10]=[CH:9][CH:8]=2)[N:6]=1, predict the reactants needed to synthesize it. The reactants are: [NH2:1][C:2]1[S:3][C:4]([C:13]2[CH:18]=[CH:17][N:16]=[C:15]([NH:19][C:20]3[CH:25]=[CH:24][CH:23]=[C:22]([C:26](OC)=[O:27])[CH:21]=3)[N:14]=2)=[C:5]([C:7]2[CH:12]=[CH:11][CH:10]=[CH:9][CH:8]=2)[N:6]=1.[Cl-].[NH4+]. (4) The reactants are: [BH-](OC(C)=O)(OC(C)=O)[O:2][C:3]([CH3:5])=O.[Na+].[NH2:15][C@@H:16]([CH3:50])[C:17]([NH:19][C@H:20]1[CH2:26][O:25][C:24]2[CH:27]=[CH:28][CH:29]=[CH:30][C:23]=2[N:22]([CH2:31][C:32]2[C:40]3[C:35](=[CH:36][CH:37]=[CH:38][CH:39]=3)[N:34]([C:41]3[CH:46]=[CH:45][CH:44]=[CH:43][C:42]=3[C:47]#[N:48])[N:33]=2)[C:21]1=[O:49])=[O:18].C1OC(O)COC1O. Given the product [C:47]([C:42]1[CH:43]=[CH:44][CH:45]=[CH:46][C:41]=1[N:34]1[C:35]2[C:40](=[CH:39][CH:38]=[CH:37][CH:36]=2)[C:32]([CH2:31][N:22]2[C:21](=[O:49])[C@@H:20]([NH:19][C:17](=[O:18])[C@@H:16]([NH:15][CH2:5][CH2:3][OH:2])[CH3:50])[CH2:26][O:25][C:24]3[CH:27]=[CH:28][CH:29]=[CH:30][C:23]2=3)=[N:33]1)#[N:48], predict the reactants needed to synthesize it. (5) Given the product [Cl:1][C:2]1[N:3]=[CH:4][C:5]([NH2:12])=[CH:6][C:7]=1[C:8]([F:11])([F:9])[F:10], predict the reactants needed to synthesize it. The reactants are: [Cl:1][C:2]1[C:7]([C:8]([F:11])([F:10])[F:9])=[CH:6][C:5]([N+:12]([O-])=O)=[CH:4][N:3]=1.[Cl-].[Ca+2].[Cl-]. (6) Given the product [CH2:7]([NH:9][C:10]([N:31]1[C:32]([CH3:34])=[CH:33][C:29]([O:28][C:16]2[C:17]([C:24]([F:26])([F:27])[F:25])=[CH:18][C:19]([N+:21]([O-:23])=[O:22])=[CH:20][C:15]=2[N+:12]([O-:14])=[O:13])=[N:30]1)=[O:11])[CH3:8], predict the reactants needed to synthesize it. The reactants are: C(=O)([O-])[O-].[K+].[K+].[CH2:7]([N:9]=[C:10]=[O:11])[CH3:8].[N+:12]([C:15]1[CH:20]=[C:19]([N+:21]([O-:23])=[O:22])[CH:18]=[C:17]([C:24]([F:27])([F:26])[F:25])[C:16]=1[O:28][C:29]1[CH:33]=[C:32]([CH3:34])[NH:31][N:30]=1)([O-:14])=[O:13].Cl.